From a dataset of Full USPTO retrosynthesis dataset with 1.9M reactions from patents (1976-2016). Predict the reactants needed to synthesize the given product. (1) Given the product [Br:1][C:2]1[S:6][C:5]([C:7](/[C:8](=[CH:19]/[C:18]2[CH:21]=[CH:22][C:15]([Cl:14])=[CH:16][CH:17]=2)/[C:9]([O:11][CH3:12])=[O:10])=[O:13])=[CH:4][CH:3]=1, predict the reactants needed to synthesize it. The reactants are: [Br:1][C:2]1[S:6][C:5]([C:7](=[O:13])[CH2:8][C:9]([O:11][CH3:12])=[O:10])=[CH:4][CH:3]=1.[Cl:14][C:15]1[CH:22]=[CH:21][C:18]([CH:19]=O)=[CH:17][CH:16]=1.N1CCCCC1.C1C=CC=CC=1.C(O)(=O)C. (2) Given the product [ClH:21].[NH:5]([C:6]1[CH:11]=[CH:10][C:9]([CH2:12][S:13]([NH:16][CH3:17])(=[O:15])=[O:14])=[CH:8][CH:7]=1)[NH2:1], predict the reactants needed to synthesize it. The reactants are: [N:1]([O-])=O.[Na+].[NH2:5][C:6]1[CH:11]=[CH:10][C:9]([CH2:12][S:13]([NH:16][CH3:17])(=[O:15])=[O:14])=[CH:8][CH:7]=1.O.O.[Sn](Cl)(Cl)(Cl)[Cl:21].